This data is from Forward reaction prediction with 1.9M reactions from USPTO patents (1976-2016). The task is: Predict the product of the given reaction. (1) The product is: [CH3:26][O:25][C:4]1[CH:3]=[C:2]([NH:34][CH:31]2[CH2:32][CH2:33][N:28]([CH3:27])[CH2:29][CH2:30]2)[CH:7]=[CH:6][C:5]=1[C:8]1[O:9][C:10]([C:13]2[C:14]([C:19]3[CH:24]=[CH:23][CH:22]=[CH:21][CH:20]=3)=[N:15][O:16][C:17]=2[CH3:18])=[N:11][N:12]=1. Given the reactants F[C:2]1[CH:7]=[CH:6][C:5]([C:8]2[O:9][C:10]([C:13]3[C:14]([C:19]4[CH:24]=[CH:23][CH:22]=[CH:21][CH:20]=4)=[N:15][O:16][C:17]=3[CH3:18])=[N:11][N:12]=2)=[C:4]([O:25][CH3:26])[CH:3]=1.[CH3:27][N:28]1[CH2:33][CH2:32][CH:31]([NH2:34])[CH2:30][CH2:29]1.C(N(CC)C(C)C)(C)C, predict the reaction product. (2) Given the reactants F[C:2](F)(F)[C:3]1[CH:4]=[C:5]([CH:8]=[CH:9][CH:10]=1)C=O.[CH3:13][CH:14]([CH3:33])[CH:15]([C:27]1[CH:32]=[CH:31][CH:30]=[CH:29][CH:28]=1)[C:16]([NH:18][C@@H:19]1[C@@H:26]2[C@@H:22]([CH2:23][NH:24][CH2:25]2)[CH2:21][CH2:20]1)=[O:17].C1(C(C2CCCCC2)C(N[C@@H]2[C@H]3[C@H](CNC3)CC2)=O)CCCCC1, predict the reaction product. The product is: [CH:3]1([CH2:2][N:24]2[CH2:25][C@@H:26]3[C@@H:19]([NH:18][C:16](=[O:17])[CH:15]([C:27]4[CH:28]=[CH:29][CH:30]=[CH:31][CH:32]=4)[CH:14]([CH3:33])[CH3:13])[CH2:20][CH2:21][C@@H:22]3[CH2:23]2)[CH2:4][CH2:5][CH2:8][CH2:9][CH2:10]1. (3) Given the reactants Br[C:2]1[CH:7]=[CH:6][N:5]2[CH:8]=[C:9]([C:11]3[CH:16]=[CH:15][C:14]([CH3:17])=[CH:13][CH:12]=3)[N:10]=[C:4]2[CH:3]=1.Cl.[CH3:19][O:20][C@@H:21]1[CH2:25][CH2:24][NH:23][CH2:22]1, predict the reaction product. The product is: [CH3:19][O:20][C@@H:21]1[CH2:25][CH2:24][N:23]([C:2]2[CH:7]=[CH:6][N:5]3[CH:8]=[C:9]([C:11]4[CH:16]=[CH:15][C:14]([CH3:17])=[CH:13][CH:12]=4)[N:10]=[C:4]3[CH:3]=2)[CH2:22]1. (4) Given the reactants [Cl:1][C:2]1[CH:7]=[CH:6][C:5]([N:8]2[CH:12]=[CH:11][CH:10]=[C:9]2/[CH:13]=[CH:14]/[C:15]([O:17][CH3:18])=[O:16])=[C:4]([C:19]([C:21]2[C:30]3[C:25](=[CH:26][CH:27]=[CH:28][CH:29]=3)[CH:24]=[CH:23][CH:22]=2)=[O:20])[CH:3]=1.[BH4-].[Na+], predict the reaction product. The product is: [Cl:1][C:2]1[CH:7]=[CH:6][C:5]2[N:8]3[CH:12]=[CH:11][CH:10]=[C:9]3[C@@H:13]([CH2:14][C:15]([O:17][CH3:18])=[O:16])[O:20][C@H:19]([C:21]3[C:30]4[C:25](=[CH:26][CH:27]=[CH:28][CH:29]=4)[CH:24]=[CH:23][CH:22]=3)[C:4]=2[CH:3]=1. (5) The product is: [F:25][C:6]1[CH:5]=[C:4]([CH2:26][CH2:27][C:28]([OH:30])=[O:29])[CH:3]=[C:2]([F:1])[C:7]=1[O:8][CH2:9][C:10]1[C:11]([O:23][CH3:24])=[N:12][S:13][C:14]=1[C:15]1[CH:20]=[CH:19][C:18]([O:21][CH3:22])=[CH:17][CH:16]=1. Given the reactants [F:1][C:2]1[CH:3]=[C:4]([CH2:26][CH2:27][C:28]([O:30]CC)=[O:29])[CH:5]=[C:6]([F:25])[C:7]=1[O:8][CH2:9][C:10]1[C:11]([O:23][CH3:24])=[N:12][S:13][C:14]=1[C:15]1[CH:20]=[CH:19][C:18]([O:21][CH3:22])=[CH:17][CH:16]=1.O1CCCC1.[Li+].[OH-], predict the reaction product. (6) The product is: [Cl:11][C:4]1[N:3]=[C:2]([NH:17][CH2:16][CH2:15][C:14]([CH3:18])([N+:19]([O-:21])=[O:20])[CH3:13])[C:7]([N+:8]([O-:10])=[O:9])=[CH:6][CH:5]=1. Given the reactants Cl[C:2]1[C:7]([N+:8]([O-:10])=[O:9])=[CH:6][CH:5]=[C:4]([Cl:11])[N:3]=1.Cl.[CH3:13][C:14]([N+:19]([O-:21])=[O:20])([CH3:18])[CH2:15][CH2:16][NH2:17].C(N(CC)CC)C, predict the reaction product. (7) Given the reactants [F:1][C:2]([F:26])([F:25])[C:3]1[N:8]2[N:9]=[CH:10][C:11]([C:12]([OH:14])=O)=[C:7]2[N:6]=[C:5]([C:15]2[CH:20]=[CH:19][C:18]([C:21]([F:24])([F:23])[F:22])=[CH:17][CH:16]=2)[CH:4]=1.O[NH:28][C:29]([C:31]1[S:32][C:33]([S:36](=[O:39])(=[O:38])[NH2:37])=[CH:34][CH:35]=1)=[NH:30], predict the reaction product. The product is: [F:26][C:2]([F:25])([F:1])[C:3]1[N:8]2[N:9]=[CH:10][C:11]([C:12]3[O:14][N:30]=[C:29]([C:31]4[S:32][C:33]([S:36]([NH2:37])(=[O:39])=[O:38])=[CH:34][CH:35]=4)[N:28]=3)=[C:7]2[N:6]=[C:5]([C:15]2[CH:16]=[CH:17][C:18]([C:21]([F:22])([F:23])[F:24])=[CH:19][CH:20]=2)[CH:4]=1. (8) Given the reactants Cl.[F:2][C:3]1[CH:15]=[CH:14][C:6]([C:7]([CH:9]2[CH2:13][CH2:12][NH:11][CH2:10]2)=[O:8])=[CH:5][CH:4]=1.C(N(CC)CC)C.[F:23][C:24]1[CH:32]=[CH:31][C:27]([C:28](Cl)=[O:29])=[CH:26][CH:25]=1, predict the reaction product. The product is: [F:23][C:24]1[CH:32]=[CH:31][C:27]([C:28]([N:11]2[CH2:12][CH2:13][CH:9]([C:7](=[O:8])[C:6]3[CH:5]=[CH:4][C:3]([F:2])=[CH:15][CH:14]=3)[CH2:10]2)=[O:29])=[CH:26][CH:25]=1.